This data is from Retrosynthesis with 50K atom-mapped reactions and 10 reaction types from USPTO. The task is: Predict the reactants needed to synthesize the given product. (1) Given the product CC(C)(C)OC(=O)NN=C1CCOC1, predict the reactants needed to synthesize it. The reactants are: CC(C)(C)OC(=O)NN.O=C1CCOC1. (2) The reactants are: COc1ccc(CCl)cc1.O=C(O)[C@@H]1C[C@@H](O)CN1C(=O)OCc1ccc([N+](=O)[O-])cc1. Given the product COc1ccc(COC(=O)[C@@H]2C[C@@H](O)CN2C(=O)OCc2ccc([N+](=O)[O-])cc2)cc1, predict the reactants needed to synthesize it.